Dataset: Full USPTO retrosynthesis dataset with 1.9M reactions from patents (1976-2016). Task: Predict the reactants needed to synthesize the given product. Given the product [CH3:20][S:21]([O:12][CH2:11][C:3]1[CH:4]=[CH:5][CH:6]=[C:7]([N+:8]([O-:10])=[O:9])[C:2]=1[F:1])(=[O:23])=[O:22], predict the reactants needed to synthesize it. The reactants are: [F:1][C:2]1[C:7]([N+:8]([O-:10])=[O:9])=[CH:6][CH:5]=[CH:4][C:3]=1[CH2:11][OH:12].C(N(CC)CC)C.[CH3:20][S:21](Cl)(=[O:23])=[O:22].